This data is from NCI-60 drug combinations with 297,098 pairs across 59 cell lines. The task is: Regression. Given two drug SMILES strings and cell line genomic features, predict the synergy score measuring deviation from expected non-interaction effect. (1) Drug 1: CC(C)CN1C=NC2=C1C3=CC=CC=C3N=C2N. Drug 2: N.N.Cl[Pt+2]Cl. Cell line: HCC-2998. Synergy scores: CSS=15.5, Synergy_ZIP=-7.70, Synergy_Bliss=-4.61, Synergy_Loewe=-2.58, Synergy_HSA=-3.63. (2) Drug 1: CC1=CC=C(C=C1)C2=CC(=NN2C3=CC=C(C=C3)S(=O)(=O)N)C(F)(F)F. Drug 2: C(=O)(N)NO. Cell line: SF-539. Synergy scores: CSS=1.46, Synergy_ZIP=6.23, Synergy_Bliss=-0.624, Synergy_Loewe=-1.25, Synergy_HSA=-1.74. (3) Drug 1: CC1C(C(CC(O1)OC2CC(OC(C2O)C)OC3=CC4=CC5=C(C(=O)C(C(C5)C(C(=O)C(C(C)O)O)OC)OC6CC(C(C(O6)C)O)OC7CC(C(C(O7)C)O)OC8CC(C(C(O8)C)O)(C)O)C(=C4C(=C3C)O)O)O)O. Drug 2: CCC1(CC2CC(C3=C(CCN(C2)C1)C4=CC=CC=C4N3)(C5=C(C=C6C(=C5)C78CCN9C7C(C=CC9)(C(C(C8N6C)(C(=O)OC)O)OC(=O)C)CC)OC)C(=O)OC)O.OS(=O)(=O)O. Cell line: A549. Synergy scores: CSS=51.4, Synergy_ZIP=5.48, Synergy_Bliss=2.89, Synergy_Loewe=-0.463, Synergy_HSA=2.84. (4) Drug 1: C1=CC(=CC=C1CCC2=CNC3=C2C(=O)NC(=N3)N)C(=O)NC(CCC(=O)O)C(=O)O. Drug 2: C1=CN(C(=O)N=C1N)C2C(C(C(O2)CO)O)O.Cl. Cell line: HT29. Synergy scores: CSS=58.0, Synergy_ZIP=-4.64, Synergy_Bliss=-4.92, Synergy_Loewe=-3.86, Synergy_HSA=2.07. (5) Cell line: MDA-MB-435. Drug 1: C1CN1P(=S)(N2CC2)N3CC3. Synergy scores: CSS=-4.70, Synergy_ZIP=2.94, Synergy_Bliss=1.69, Synergy_Loewe=-4.86, Synergy_HSA=-4.80. Drug 2: C1=CC=C(C(=C1)C(C2=CC=C(C=C2)Cl)C(Cl)Cl)Cl. (6) Drug 1: CN(C)N=NC1=C(NC=N1)C(=O)N. Drug 2: CCCS(=O)(=O)NC1=C(C(=C(C=C1)F)C(=O)C2=CNC3=C2C=C(C=N3)C4=CC=C(C=C4)Cl)F. Cell line: ACHN. Synergy scores: CSS=13.4, Synergy_ZIP=-5.75, Synergy_Bliss=-3.45, Synergy_Loewe=-4.03, Synergy_HSA=-3.15. (7) Drug 1: CC1OCC2C(O1)C(C(C(O2)OC3C4COC(=O)C4C(C5=CC6=C(C=C35)OCO6)C7=CC(=C(C(=C7)OC)O)OC)O)O. Drug 2: C1=NC2=C(N1)C(=S)N=CN2. Cell line: BT-549. Synergy scores: CSS=22.8, Synergy_ZIP=-16.2, Synergy_Bliss=-16.6, Synergy_Loewe=-14.6, Synergy_HSA=-11.9. (8) Drug 1: CCC(=C(C1=CC=CC=C1)C2=CC=C(C=C2)OCCN(C)C)C3=CC=CC=C3.C(C(=O)O)C(CC(=O)O)(C(=O)O)O. Drug 2: CC1CCCC2(C(O2)CC(NC(=O)CC(C(C(=O)C(C1O)C)(C)C)O)C(=CC3=CSC(=N3)C)C)C. Cell line: NCI/ADR-RES. Synergy scores: CSS=7.89, Synergy_ZIP=0.664, Synergy_Bliss=-0.0785, Synergy_Loewe=-15.5, Synergy_HSA=-1.16. (9) Drug 1: CC1OCC2C(O1)C(C(C(O2)OC3C4COC(=O)C4C(C5=CC6=C(C=C35)OCO6)C7=CC(=C(C(=C7)OC)O)OC)O)O. Drug 2: C1C(C(OC1N2C=C(C(=O)NC2=O)F)CO)O. Cell line: SF-539. Synergy scores: CSS=48.9, Synergy_ZIP=-8.11, Synergy_Bliss=-8.81, Synergy_Loewe=-14.9, Synergy_HSA=-2.83.